From a dataset of Full USPTO retrosynthesis dataset with 1.9M reactions from patents (1976-2016). Predict the reactants needed to synthesize the given product. (1) The reactants are: [Cl:1][C:2]1[CH:7]=[CH:6][C:5]([C@@H:8]2[CH2:13][N:12]([CH2:14][C@H:15]([OH:20])[C:16]([F:19])([F:18])[F:17])[CH2:11][CH2:10][O:9]2)=[CH:4][C:3]=1[F:21].[Cl:22][C:23]1[CH:28]=[CH:27][C:26]([N:29]=[C:30]=[O:31])=[CH:25][C:24]=1[F:32].CCN(C(C)C)C(C)C. Given the product [ClH:1].[Cl:1][C:2]1[CH:7]=[CH:6][C:5]([C@H:8]2[O:9][CH2:10][CH2:11][N:12]([CH2:14][C@H:15]([O:20][C:30](=[O:31])[NH:29][C:26]3[CH:27]=[CH:28][C:23]([Cl:22])=[C:24]([F:32])[CH:25]=3)[C:16]([F:17])([F:18])[F:19])[CH2:13]2)=[CH:4][C:3]=1[F:21], predict the reactants needed to synthesize it. (2) The reactants are: [OH:1][C@H:2]1[CH2:7][CH2:6][CH2:5][CH2:4][C@@H:3]1[N:8]1[C:17](=[O:18])[C:16]2[C:11](=[C:12]3[CH:31]=[CH:30][N:29]=[CH:28][C:13]3=[C:14]([CH2:19][C:20]3[CH:27]=[CH:26][C:23]([CH:24]=[O:25])=[CH:22][CH:21]=3)[CH:15]=2)[N:10]=[CH:9]1.[CH3:32][Mg]Br.[Cl-].[NH4+]. Given the product [OH:1][C@H:2]1[CH2:7][CH2:6][CH2:5][CH2:4][C@@H:3]1[N:8]1[C:17](=[O:18])[C:16]2[C:11](=[C:12]3[CH:31]=[CH:30][N:29]=[CH:28][C:13]3=[C:14]([CH2:19][C:20]3[CH:21]=[CH:22][C:23]([CH:24]([OH:25])[CH3:32])=[CH:26][CH:27]=3)[CH:15]=2)[N:10]=[CH:9]1, predict the reactants needed to synthesize it. (3) Given the product [F:16][C:17]1[CH:18]=[C:19]([C@H:25]2[CH2:29][CH2:28][CH2:27][N:26]2[C:2]2[CH:7]=[CH:6][N:5]3[N:8]=[CH:9][C:10]([C:11]([O:13][CH2:14][CH3:15])=[O:12])=[C:4]3[N:3]=2)[C:20]([O:23][CH3:24])=[N:21][CH:22]=1, predict the reactants needed to synthesize it. The reactants are: Cl[C:2]1[CH:7]=[CH:6][N:5]2[N:8]=[CH:9][C:10]([C:11]([O:13][CH2:14][CH3:15])=[O:12])=[C:4]2[N:3]=1.[F:16][C:17]1[CH:18]=[C:19]([C@H:25]2[CH2:29][CH2:28][CH2:27][NH:26]2)[C:20]([O:23][CH3:24])=[N:21][CH:22]=1.CCN(C(C)C)C(C)C.C(O)CCC. (4) The reactants are: [CH3:1][C:2]1([CH3:10])[CH2:8][CH2:7][C:6](=[O:9])[O:5][C:3]1=[O:4].[F:11][C:12]1[CH:17]=[CH:16][C:15]([C@@H:18]([NH2:20])[CH3:19])=[CH:14][CH:13]=1.Cl.C(OCC)(=O)C. Given the product [F:11][C:12]1[CH:17]=[CH:16][C:15]([C@@H:18]([NH:20][C:6]([CH2:7][CH2:8][C:2]([CH3:10])([CH3:1])[C:3]([OH:5])=[O:4])=[O:9])[CH3:19])=[CH:14][CH:13]=1, predict the reactants needed to synthesize it. (5) Given the product [Cl:8][C:5]1[C:4]2[CH:9]=[C:10]([C:12]3[CH:17]=[CH:16][CH:15]=[CH:14][CH:13]=3)[S:11][C:3]=2[C:2]([CH:29]([OH:31])[CH3:30])=[CH:7][N:6]=1, predict the reactants needed to synthesize it. The reactants are: Br[C:2]1[C:3]2[S:11][C:10]([C:12]3[CH:17]=[CH:16][CH:15]=[CH:14][CH:13]=3)=[CH:9][C:4]=2[C:5]([Cl:8])=[N:6][CH:7]=1.C1C=CC=CC=1.[Li]CCCC.[CH:29](=[O:31])[CH3:30]. (6) The reactants are: [H-].[Na+].[CH2:3]([C:5]1[C:13]2[C:8](=[CH:9][CH:10]=[C:11]([C:14]([F:17])([F:16])[F:15])[CH:12]=2)[NH:7][CH:6]=1)[CH3:4].C[N:19](C=O)C. Given the product [CH2:3]([C:5]1[C:13]2[C:8](=[CH:9][CH:10]=[C:11]([C:14]([F:17])([F:15])[F:16])[CH:12]=2)[N:7]([NH2:19])[CH:6]=1)[CH3:4], predict the reactants needed to synthesize it.